From a dataset of Full USPTO retrosynthesis dataset with 1.9M reactions from patents (1976-2016). Predict the reactants needed to synthesize the given product. (1) Given the product [CH3:91][N:47]([CH3:46])[CH2:48][CH2:49][CH2:50][C:51]([O:53][CH:54]([CH:72]([OH:90])[CH2:73][CH2:74][CH2:75][CH2:76][CH2:77][CH2:78][CH2:79]/[CH:80]=[CH:81]\[CH2:82]/[CH:83]=[CH:84]\[CH2:85][CH2:86][CH2:87][CH2:88][CH3:89])[CH2:55][CH2:56][CH2:57][CH2:58][CH2:59][CH2:60][CH2:61]/[CH:62]=[CH:63]\[CH2:64]/[CH:65]=[CH:66]\[CH2:67][CH2:68][CH2:69][CH2:70][CH3:71])=[O:52], predict the reactants needed to synthesize it. The reactants are: CN(C)CCC(OC(C(O)CCCCCCC/C=C\C/C=C\CCCCC)CCCCCCC/C=C\C/C=C\CCCCC)=O.[CH3:46][N:47]([CH3:91])[CH2:48][CH2:49][CH2:50][C:51]([O:53][CH:54]([CH:72]([OH:90])[CH2:73][CH2:74][CH2:75][CH2:76][CH2:77][CH2:78][CH2:79][CH:80]=[CH:81][CH2:82][CH:83]=[CH:84][CH2:85][CH2:86][CH2:87][CH2:88][CH3:89])[CH2:55][CH2:56][CH2:57][CH2:58][CH2:59][CH2:60][CH2:61][CH:62]=[CH:63][CH2:64][CH:65]=[CH:66][CH2:67][CH2:68][CH2:69][CH2:70][CH3:71])=[O:52]. (2) Given the product [NH2:1][C:2]1[C:15]([CH3:16])=[CH:14][C:13]([Br:17])=[CH:12][C:3]=1[C:4]([O:6][CH2:7][CH2:8][CH2:9][CH2:10][CH3:11])=[O:5], predict the reactants needed to synthesize it. The reactants are: [NH2:1][C:2]1[C:15]([CH3:16])=[CH:14][CH:13]=[CH:12][C:3]=1[C:4]([O:6][CH2:7][CH2:8][CH2:9][CH2:10][CH3:11])=[O:5].[BrH:17].OO. (3) Given the product [C:19]1([CH2:18][C:8]2([CH2:7][C:1]3[CH:2]=[CH:3][CH:4]=[CH:5][CH:6]=3)[CH:12]3[CH2:13][N:14]([C:32]([NH:31][CH2:30][C:29]4[CH:34]=[CH:35][C:26]([F:25])=[CH:27][CH:28]=4)=[O:33])[CH2:15][CH2:16][N:11]3[C:10](=[O:17])[O:9]2)[CH:24]=[CH:23][CH:22]=[CH:21][CH:20]=1, predict the reactants needed to synthesize it. The reactants are: [C:1]1([CH2:7][C:8]2([CH2:18][C:19]3[CH:24]=[CH:23][CH:22]=[CH:21][CH:20]=3)[CH:12]3[CH2:13][NH:14][CH2:15][CH2:16][N:11]3[C:10](=[O:17])[O:9]2)[CH:6]=[CH:5][CH:4]=[CH:3][CH:2]=1.[F:25][C:26]1[CH:35]=[CH:34][C:29]([CH2:30][N:31]=[C:32]=[O:33])=[CH:28][CH:27]=1. (4) Given the product [ClH:14].[CH:5]12[NH:8][CH:1]([CH2:7][CH2:6]1)[CH2:2][CH2:3][CH2:4]2, predict the reactants needed to synthesize it. The reactants are: [C@@H:1]12[N:8](C)[C@@H:5]([CH2:6][CH2:7]1)[CH2:4][CH2:3][CH2:2]2.C(=O)([O-])OCC[Cl:14].O. (5) Given the product [Br:1][C:2]1[C:6]2[S:7][CH:8]=[C:9]([CH2:10][CH2:11][CH2:12][CH2:13][CH2:14][CH2:15][CH2:16][CH2:17][CH2:18][CH2:19][CH2:20][CH3:21])[C:5]=2[S:4][CH:3]=1, predict the reactants needed to synthesize it. The reactants are: [Br:1][C:2]1[C:6]2[S:7][C:8](C(O)=O)=[C:9]([CH2:10][CH2:11][CH2:12][CH2:13][CH2:14][CH2:15][CH2:16][CH2:17][CH2:18][CH2:19][CH2:20][CH3:21])[C:5]=2[S:4][CH:3]=1.